Dataset: Forward reaction prediction with 1.9M reactions from USPTO patents (1976-2016). Task: Predict the product of the given reaction. (1) Given the reactants [CH3:1][CH2:2][C@@H:3]1[S:8][C:7]2([CH2:13][CH2:12][N:11](C)[CH2:10][CH2:9]2)[NH:6][C:4]1=[O:5].ClC1C=CC=C(C(OO)=O)C=1.C(N)CN.[OH-].[Na+], predict the reaction product. The product is: [CH2:2]([C@H:3]1[C:4](=[O:5])[NH:6][C:7]2([CH2:13][CH2:12][NH:11][CH2:10][CH2:9]2)[S:8]1)[CH3:1]. (2) Given the reactants [CH2:1]([OH:6])[CH2:2][CH2:3][CH2:4][OH:5].Cl.C(N=C=NCCCN(C)C)C.[C:19](O)(=[O:23])[C:20]([CH3:22])=[CH2:21], predict the reaction product. The product is: [C:19]([O:5][CH2:4][CH2:3][CH2:2][CH2:1][OH:6])(=[O:23])[C:20]([CH3:22])=[CH2:21].